From a dataset of NCI-60 drug combinations with 297,098 pairs across 59 cell lines. Regression. Given two drug SMILES strings and cell line genomic features, predict the synergy score measuring deviation from expected non-interaction effect. (1) Drug 1: C1=NNC2=C1C(=O)NC=N2. Drug 2: C1C(C(OC1N2C=NC3=C2NC=NCC3O)CO)O. Cell line: TK-10. Synergy scores: CSS=-1.42, Synergy_ZIP=0.777, Synergy_Bliss=-1.21, Synergy_Loewe=-4.83, Synergy_HSA=-5.28. (2) Drug 1: CS(=O)(=O)C1=CC(=C(C=C1)C(=O)NC2=CC(=C(C=C2)Cl)C3=CC=CC=N3)Cl. Drug 2: COC1=C(C=C2C(=C1)N=CN=C2NC3=CC(=C(C=C3)F)Cl)OCCCN4CCOCC4. Cell line: M14. Synergy scores: CSS=24.9, Synergy_ZIP=16.8, Synergy_Bliss=19.0, Synergy_Loewe=11.7, Synergy_HSA=15.7. (3) Drug 2: CC12CCC3C(C1CCC2O)C(CC4=C3C=CC(=C4)O)CCCCCCCCCS(=O)CCCC(C(F)(F)F)(F)F. Synergy scores: CSS=3.40, Synergy_ZIP=1.78, Synergy_Bliss=4.82, Synergy_Loewe=-4.99, Synergy_HSA=-0.823. Cell line: TK-10. Drug 1: C1C(C(OC1N2C=C(C(=O)NC2=O)F)CO)O. (4) Drug 1: CN1C(=O)N2C=NC(=C2N=N1)C(=O)N. Drug 2: CNC(=O)C1=NC=CC(=C1)OC2=CC=C(C=C2)NC(=O)NC3=CC(=C(C=C3)Cl)C(F)(F)F. Cell line: HOP-62. Synergy scores: CSS=-4.25, Synergy_ZIP=4.03, Synergy_Bliss=6.36, Synergy_Loewe=-0.598, Synergy_HSA=-1.14. (5) Cell line: M14. Synergy scores: CSS=24.0, Synergy_ZIP=1.50, Synergy_Bliss=2.72, Synergy_Loewe=-21.8, Synergy_HSA=3.79. Drug 1: C1CC(=O)NC(=O)C1N2CC3=C(C2=O)C=CC=C3N. Drug 2: C1=CC(=C2C(=C1NCCNCCO)C(=O)C3=C(C=CC(=C3C2=O)O)O)NCCNCCO. (6) Drug 1: CC1=C2C(C(=O)C3(C(CC4C(C3C(C(C2(C)C)(CC1OC(=O)C(C(C5=CC=CC=C5)NC(=O)OC(C)(C)C)O)O)OC(=O)C6=CC=CC=C6)(CO4)OC(=O)C)O)C)O. Drug 2: C(CC(=O)O)C(=O)CN.Cl. Cell line: OVCAR3. Synergy scores: CSS=15.6, Synergy_ZIP=-7.66, Synergy_Bliss=-6.92, Synergy_Loewe=-35.7, Synergy_HSA=-8.06. (7) Drug 1: C1=CN(C=N1)CC(O)(P(=O)(O)O)P(=O)(O)O. Drug 2: C1CCC(C(C1)N)N.C(=O)(C(=O)[O-])[O-].[Pt+4]. Cell line: SR. Synergy scores: CSS=53.0, Synergy_ZIP=-2.14, Synergy_Bliss=-2.84, Synergy_Loewe=-12.0, Synergy_HSA=-1.61. (8) Drug 1: CC1=C2C(C(=O)C3(C(CC4C(C3C(C(C2(C)C)(CC1OC(=O)C(C(C5=CC=CC=C5)NC(=O)C6=CC=CC=C6)O)O)OC(=O)C7=CC=CC=C7)(CO4)OC(=O)C)O)C)OC(=O)C. Drug 2: CC12CCC3C(C1CCC2O)C(CC4=C3C=CC(=C4)O)CCCCCCCCCS(=O)CCCC(C(F)(F)F)(F)F. Cell line: CCRF-CEM. Synergy scores: CSS=-8.41, Synergy_ZIP=8.20, Synergy_Bliss=2.57, Synergy_Loewe=-6.80, Synergy_HSA=-7.19. (9) Drug 1: CC1C(C(=O)NC(C(=O)N2CCCC2C(=O)N(CC(=O)N(C(C(=O)O1)C(C)C)C)C)C(C)C)NC(=O)C3=C4C(=C(C=C3)C)OC5=C(C(=O)C(=C(C5=N4)C(=O)NC6C(OC(=O)C(N(C(=O)CN(C(=O)C7CCCN7C(=O)C(NC6=O)C(C)C)C)C)C(C)C)C)N)C. Drug 2: CC=C1C(=O)NC(C(=O)OC2CC(=O)NC(C(=O)NC(CSSCCC=C2)C(=O)N1)C(C)C)C(C)C. Cell line: NCIH23. Synergy scores: CSS=45.0, Synergy_ZIP=-1.04, Synergy_Bliss=-0.0671, Synergy_Loewe=-42.7, Synergy_HSA=1.14. (10) Drug 1: C1CC(=O)NC(=O)C1N2CC3=C(C2=O)C=CC=C3N. Drug 2: CC1=C(C=C(C=C1)C(=O)NC2=CC(=CC(=C2)C(F)(F)F)N3C=C(N=C3)C)NC4=NC=CC(=N4)C5=CN=CC=C5. Cell line: OVCAR-4. Synergy scores: CSS=-2.00, Synergy_ZIP=0.541, Synergy_Bliss=-2.69, Synergy_Loewe=-4.55, Synergy_HSA=-4.57.